Dataset: Reaction yield outcomes from USPTO patents with 853,638 reactions. Task: Predict the reaction yield, written as a fraction of the theoretical maximum amount of product (1.0 means a 100% yield; for example, 0.34 means a 34% yield). (1) The reactants are [C:1]([O:5][C:6]([N:8]1[CH2:12][CH2:11][C@@H:10]([N:13]2[C:17]3[N:18]=[CH:19][N:20]=[C:21]([NH2:22])[C:16]=3[C:15]([C:23]3[CH:28]=[CH:27][C:26]([O:29][C:30]4[CH:35]=[CH:34][CH:33]=[CH:32][CH:31]=4)=[CH:25][CH:24]=3)=[CH:14]2)[CH2:9]1)=[O:7])([CH3:4])([CH3:3])[CH3:2].C1C(=O)N([Cl:43])C(=O)C1. The catalyst is C(Cl)Cl. The product is [NH2:22][C:21]1[C:16]2[C:15]([C:23]3[CH:24]=[CH:25][C:26]([O:29][C:30]4[CH:35]=[CH:34][CH:33]=[CH:32][CH:31]=4)=[CH:27][CH:28]=3)=[C:14]([Cl:43])[N:13]([C@@H:10]3[CH2:11][CH2:12][N:8]([C:6]([O:5][C:1]([CH3:4])([CH3:2])[CH3:3])=[O:7])[CH2:9]3)[C:17]=2[N:18]=[CH:19][N:20]=1. The yield is 0.400. (2) The reactants are [F:1][C:2]1[CH:3]=[C:4]2[C:9](=[CH:10][CH:11]=1)[O:8][C:7]([CH2:14][F:15])([CH2:12][F:13])[CH2:6][C@@H:5]2O.N12CCCN=C1CCCCC2.C1(P([N:42]=[N+:43]=[N-:44])(C2C=CC=CC=2)=O)C=CC=CC=1. The catalyst is C1COCC1.CC(OC)(C)C. The product is [N:42]([C@H:5]1[C:4]2[C:9](=[CH:10][CH:11]=[C:2]([F:1])[CH:3]=2)[O:8][C:7]([CH2:14][F:15])([CH2:12][F:13])[CH2:6]1)=[N+:43]=[N-:44]. The yield is 0.810.